From a dataset of Reaction yield outcomes from USPTO patents with 853,638 reactions. Predict the reaction yield, written as a fraction of the theoretical maximum amount of product (1.0 means a 100% yield; for example, 0.34 means a 34% yield). (1) The reactants are [C:1](=[O:26])([O:21][C:22]([CH3:25])([CH3:24])[CH3:23])[O:2][C:3]1[N:7]([C:8]2[CH:13]=[CH:12][CH:11]=[CH:10][N:9]=2)[N:6]=[C:5]([C:14]2[CH:19]=[CH:18][C:17](Br)=[CH:16][CH:15]=2)[CH:4]=1.[C:27]1(B(O)O)[CH:32]=[CH:31][CH:30]=[CH:29][CH:28]=1.[O-]P([O-])([O-])=O.[K+].[K+].[K+]. The catalyst is O1CCOCC1.C1C=CC(P(C2C=CC=CC=2)[C-]2C=CC=C2)=CC=1.C1C=CC(P(C2C=CC=CC=2)[C-]2C=CC=C2)=CC=1.Cl[Pd]Cl.[Fe+2].C1C=CC(P(C2C=CC=CC=2)[C-]2C=CC=C2)=CC=1.C1C=CC(P(C2C=CC=CC=2)[C-]2C=CC=C2)=CC=1.[Fe+2]. The product is [C:1](=[O:26])([O:21][C:22]([CH3:25])([CH3:24])[CH3:23])[O:2][C:3]1[N:7]([C:8]2[CH:13]=[CH:12][CH:11]=[CH:10][N:9]=2)[N:6]=[C:5]([C:14]2[CH:19]=[CH:18][C:17]([C:27]3[CH:32]=[CH:31][CH:30]=[CH:29][CH:28]=3)=[CH:16][CH:15]=2)[CH:4]=1. The yield is 0.905. (2) The reactants are [NH:1]1[CH:5]=[C:4]([C:6]2[N:11]=[CH:10][C:9]3[CH:12]=[N:13][N:14]([C:15]4[N:20]=[C:19]([N:21]5[CH2:27][CH2:26][CH2:25][N:24](C(OC(C)(C)C)=O)[CH2:23][CH2:22]5)[CH:18]=[CH:17][CH:16]=4)[C:8]=3[CH:7]=2)[CH:3]=[N:2]1.Br[CH2:36][CH2:37][F:38]. No catalyst specified. The product is [N:21]1([C:19]2[N:20]=[C:15]([N:14]3[C:8]4[CH:7]=[C:6]([C:4]5[CH:5]=[N:1][N:2]([CH2:36][CH2:37][F:38])[CH:3]=5)[N:11]=[CH:10][C:9]=4[CH:12]=[N:13]3)[CH:16]=[CH:17][CH:18]=2)[CH2:27][CH2:26][CH2:25][NH:24][CH2:23][CH2:22]1. The yield is 0.875. (3) The reactants are [NH:1]([C:3]1[S:4][CH:5]=[C:6]([C:8]([O:10][CH2:11][CH3:12])=[O:9])[N:7]=1)[NH2:2].Cl.O1CCOCC1.[F:20][C:21]([F:33])([F:32])[C:22](=O)[CH2:23][C:24]([C:26]1[O:27][CH:28]=[CH:29][CH:30]=1)=O. The catalyst is C(O)C. The product is [O:27]1[CH:28]=[CH:29][CH:30]=[C:26]1[C:24]1[N:1]([C:3]2[S:4][CH:5]=[C:6]([C:8]([O:10][CH2:11][CH3:12])=[O:9])[N:7]=2)[N:2]=[C:22]([C:21]([F:20])([F:32])[F:33])[CH:23]=1. The yield is 0.200. (4) The reactants are [F:1][C:2]1[CH:9]=[CH:8][C:5]([CH:6]=O)=[CH:4][CH:3]=1.[O:10]=[C:11]([CH:13](P(=O)(OCC)OCC)[CH2:14][CH2:15][CH2:16][CH2:17][CH3:18])[CH3:12]. No catalyst specified. The product is [F:1][C:2]1[CH:9]=[CH:8][C:5](/[CH:6]=[C:13](\[CH2:14][CH2:15][CH2:16][CH2:17][CH3:18])/[C:11](=[O:10])[CH3:12])=[CH:4][CH:3]=1. The yield is 0.410. (5) The product is [CH:26]([N:25]1[C:21]([C:16]2[C:15]([CH2:14][O:1][C:2]3[CH:9]=[N:8][CH:7]=[C:6]([O:10][CH3:11])[C:3]=3[CH:4]=[O:5])=[CH:20][CH:19]=[CH:18][N:17]=2)=[CH:22][CH:23]=[N:24]1)([CH3:28])[CH3:27]. The yield is 0.430. The catalyst is CN(C=O)C. The reactants are [OH:1][C:2]1[CH:9]=[N:8][CH:7]=[C:6]([O:10][CH3:11])[C:3]=1[CH:4]=[O:5].Cl.Cl[CH2:14][C:15]1[C:16]([C:21]2[N:25]([CH:26]([CH3:28])[CH3:27])[N:24]=[CH:23][CH:22]=2)=[N:17][CH:18]=[CH:19][CH:20]=1.C([O-])([O-])=O.[K+].[K+]. (6) The reactants are Br[C:2]1[S:6][C:5]([C:7]2[CH:12]=[CH:11][N:10]=[CH:9][CH:8]=2)=[N:4][C:3]=1[CH2:13][C:14]1[CH:19]=[CH:18][C:17]([Cl:20])=[CH:16][CH:15]=1.O1CCOCC1.C(OC([N:34]1[CH:38]=[CH:37][CH:36]=[C:35]1B(O)O)=O)(C)(C)C.C(=O)([O-])[O-].[Cs+].[Cs+]. The catalyst is C1C=CC([P]([Pd]([P](C2C=CC=CC=2)(C2C=CC=CC=2)C2C=CC=CC=2)([P](C2C=CC=CC=2)(C2C=CC=CC=2)C2C=CC=CC=2)[P](C2C=CC=CC=2)(C2C=CC=CC=2)C2C=CC=CC=2)(C2C=CC=CC=2)C2C=CC=CC=2)=CC=1.O. The product is [Cl:20][C:17]1[CH:18]=[CH:19][C:14]([CH2:13][C:3]2[N:4]=[C:5]([C:7]3[CH:12]=[CH:11][N:10]=[CH:9][CH:8]=3)[S:6][C:2]=2[C:35]2[NH:34][CH:38]=[CH:37][CH:36]=2)=[CH:15][CH:16]=1. The yield is 0.290. (7) The reactants are [CH3:1][O:2][CH2:3][C@H:4]1[CH2:6][O:5]1.[C:7]([N:10]1[CH2:15][CH2:14][NH:13][CH2:12][CH2:11]1)(=[O:9])[CH3:8]. The catalyst is CO. The product is [C:7]([N:10]1[CH2:15][CH2:14][N:13]([CH2:6][C@@H:4]([OH:5])[CH2:3][O:2][CH3:1])[CH2:12][CH2:11]1)(=[O:9])[CH3:8]. The yield is 0.950.